From a dataset of Forward reaction prediction with 1.9M reactions from USPTO patents (1976-2016). Predict the product of the given reaction. Given the reactants C([Li])CCC.CCCCCC.[CH:12]([NH:14][CH2:15][CH2:16][S:17][C:18]1[N:19]=[CH:20][N:21]2[CH:25]=[CH:24][S:23][C:22]=12)=[O:13].[CH2:26]([Sn:30](Cl)([CH2:35][CH2:36][CH2:37][CH3:38])[CH2:31][CH2:32][CH2:33][CH3:34])[CH2:27][CH2:28][CH3:29].[Cl-].[NH4+], predict the reaction product. The product is: [CH:12]([NH:14][CH2:15][CH2:16][S:17][C:18]1[N:19]=[CH:20][N:21]2[CH:25]=[C:24]([Sn:30]([CH2:31][CH2:32][CH2:33][CH3:34])([CH2:35][CH2:36][CH2:37][CH3:38])[CH2:26][CH2:27][CH2:28][CH3:29])[S:23][C:22]=12)=[O:13].